This data is from M1 muscarinic receptor antagonist screen with 61,756 compounds. The task is: Binary Classification. Given a drug SMILES string, predict its activity (active/inactive) in a high-throughput screening assay against a specified biological target. (1) The compound is S(=O)(=O)(c1c(OC(=O)c2sccc2)n(nc1C)C(C)(C)C)c1ccc(cc1)C. The result is 0 (inactive). (2) The compound is O=C1N(C(=O)C(=C1C)C)c1ccc(cc1)C(O)=O. The result is 0 (inactive). (3) The compound is O=C(N1CCc2c1cccc2)c1ccc(n2nc(cc2C)C)cc1. The result is 0 (inactive).